This data is from Reaction yield outcomes from USPTO patents with 853,638 reactions. The task is: Predict the reaction yield, written as a fraction of the theoretical maximum amount of product (1.0 means a 100% yield; for example, 0.34 means a 34% yield). (1) The reactants are [Cl:1][C:2]([Cl:23])([Cl:22])[CH2:3][O:4][C:5](=[O:21])[NH:6][C:7]1[CH:12]=[CH:11][N:10]([C@H:13]2[O:17][C@@H:16]([CH2:18][OH:19])[S:15][CH2:14]2)[C:9](=[O:20])[N:8]=1.CCN(CC)CC.[C:31](Cl)(=[O:42])[O:32][C:33]1[CH:38]=[CH:37][C:36]([N+:39]([O-:41])=[O:40])=[CH:35][CH:34]=1. The catalyst is C(Cl)Cl. The product is [Cl:23][C:2]([Cl:22])([Cl:1])[CH2:3][O:4][C:5](=[O:21])[NH:6][C:7]1[CH:12]=[CH:11][N:10]([C@H:13]2[O:17][C@@H:16]([CH2:18][O:19][C:31]([O:32][C:33]3[CH:34]=[CH:35][C:36]([N+:39]([O-:41])=[O:40])=[CH:37][CH:38]=3)=[O:42])[S:15][CH2:14]2)[C:9](=[O:20])[N:8]=1. The yield is 0.350. (2) The reactants are Cl.[C@H]12N[C@H](CC1)C[C@H]2NC([C:12]1[CH:13]=[CH:14][C:15]2[O:19][CH:18]=[CH:17][C:16]=2[CH:20]=1)=O.[Br:21]Br.[C:23]([O-:26])(O)=[O:24].[Na+].C(=O)([O-])[O-].[K+].[K+]. The catalyst is C(Cl)Cl. The product is [Br:21][C:17]1[C:16]2[CH:20]=[C:12]([C:23]([OH:26])=[O:24])[CH:13]=[CH:14][C:15]=2[O:19][CH:18]=1. The yield is 0.960.